This data is from Peptide-MHC class I binding affinity with 185,985 pairs from IEDB/IMGT. The task is: Regression. Given a peptide amino acid sequence and an MHC pseudo amino acid sequence, predict their binding affinity value. This is MHC class I binding data. (1) The peptide sequence is SPLPITLKY. The MHC is HLA-B27:03 with pseudo-sequence HLA-B27:03. The binding affinity (normalized) is 0.0847. (2) The binding affinity (normalized) is 0.272. The peptide sequence is EIKFNDITF. The MHC is HLA-B08:01 with pseudo-sequence HLA-B08:01.